Dataset: Peptide-MHC class I binding affinity with 185,985 pairs from IEDB/IMGT. Task: Regression. Given a peptide amino acid sequence and an MHC pseudo amino acid sequence, predict their binding affinity value. This is MHC class I binding data. (1) The peptide sequence is LWRQEMGGNI. The MHC is Patr-A0901 with pseudo-sequence Patr-A0901. The binding affinity (normalized) is 0.373. (2) The peptide sequence is LVSSGNTLY. The MHC is HLA-A29:02 with pseudo-sequence HLA-A29:02. The binding affinity (normalized) is 0.898.